From a dataset of NCI-60 drug combinations with 297,098 pairs across 59 cell lines. Regression. Given two drug SMILES strings and cell line genomic features, predict the synergy score measuring deviation from expected non-interaction effect. (1) Drug 1: C1C(C(OC1N2C=C(C(=O)NC2=O)F)CO)O. Drug 2: C1CN(P(=O)(OC1)NCCCl)CCCl. Cell line: RPMI-8226. Synergy scores: CSS=37.4, Synergy_ZIP=-2.71, Synergy_Bliss=-5.51, Synergy_Loewe=-34.6, Synergy_HSA=-5.29. (2) Drug 1: C1C(C(OC1N2C=NC3=C(N=C(N=C32)Cl)N)CO)O. Drug 2: CCC(=C(C1=CC=CC=C1)C2=CC=C(C=C2)OCCN(C)C)C3=CC=CC=C3.C(C(=O)O)C(CC(=O)O)(C(=O)O)O. Cell line: SW-620. Synergy scores: CSS=28.6, Synergy_ZIP=1.07, Synergy_Bliss=1.49, Synergy_Loewe=-16.4, Synergy_HSA=0.466. (3) Synergy scores: CSS=47.1, Synergy_ZIP=5.03, Synergy_Bliss=5.06, Synergy_Loewe=-23.6, Synergy_HSA=2.70. Cell line: MOLT-4. Drug 1: CS(=O)(=O)CCNCC1=CC=C(O1)C2=CC3=C(C=C2)N=CN=C3NC4=CC(=C(C=C4)OCC5=CC(=CC=C5)F)Cl. Drug 2: CC1C(C(CC(O1)OC2CC(CC3=C2C(=C4C(=C3O)C(=O)C5=CC=CC=C5C4=O)O)(C(=O)C)O)N)O. (4) Drug 1: CNC(=O)C1=CC=CC=C1SC2=CC3=C(C=C2)C(=NN3)C=CC4=CC=CC=N4. Drug 2: COC1=C2C(=CC3=C1OC=C3)C=CC(=O)O2. Cell line: HS 578T. Synergy scores: CSS=-2.90, Synergy_ZIP=0.976, Synergy_Bliss=0.623, Synergy_Loewe=-4.56, Synergy_HSA=-2.30.